Dataset: Reaction yield outcomes from USPTO patents with 853,638 reactions. Task: Predict the reaction yield, written as a fraction of the theoretical maximum amount of product (1.0 means a 100% yield; for example, 0.34 means a 34% yield). (1) The reactants are [C:1]([C:4]1[CH:5]=[C:6]([CH:10]=[CH:11][C:12]=1[CH2:13][CH2:14][CH3:15])[C:7]([OH:9])=[O:8])#[C:2][CH3:3]. The catalyst is CCO.[Pd]. The product is [CH2:1]([C:4]1[CH:5]=[C:6]([CH:10]=[CH:11][C:12]=1[CH2:13][CH2:14][CH3:15])[C:7]([OH:9])=[O:8])[CH2:2][CH3:3]. The yield is 0.880. (2) The reactants are [H-].[Na+].F[C:4]1[CH:9]=[CH:8][CH:7]=[CH:6][C:5]=1[N+:10]([O-:12])=[O:11].[O:13]=[C:14]([CH2:23][CH2:24][C:25]([O:27][CH3:28])=[O:26])[CH2:15][C:16]([O:18][C:19]([CH3:22])([CH3:21])[CH3:20])=[O:17]. The catalyst is CN(C=O)C. The product is [N+:10]([C:5]1[CH:6]=[CH:7][CH:8]=[CH:9][C:4]=1[CH:15]([C:14](=[O:13])[CH2:23][CH2:24][C:25]([O:27][CH3:28])=[O:26])[C:16]([O:18][C:19]([CH3:22])([CH3:20])[CH3:21])=[O:17])([O-:12])=[O:11]. The yield is 0.453. (3) The reactants are [BH4-].[Na+].[F:3][C:4]1[CH:5]=[N:6][CH:7]=[C:8]([C:12]2[CH:13]=[CH:14][C:15]3[O:19][C:18](=[O:20])[N:17]([CH3:21])[C:16]=3[CH:22]=2)[C:9]=1[CH:10]=[O:11]. The catalyst is C1COCC1.O.[Cl-].[Na+].O.C(Cl)Cl. The product is [F:3][C:4]1[C:9]([CH2:10][OH:11])=[C:8]([C:12]2[CH:13]=[CH:14][C:15]3[O:19][C:18](=[O:20])[N:17]([CH3:21])[C:16]=3[CH:22]=2)[CH:7]=[N:6][CH:5]=1. The yield is 0.160. (4) The reactants are C[O:2][C:3](=[O:26])[CH2:4][CH2:5][CH2:6][C:7]#[C:8][CH2:9][N:10]1[CH:15](/[CH:16]=[CH:17]/[C:18](=[O:24])[CH2:19][CH2:20][CH2:21][CH2:22][CH3:23])[CH2:14][CH2:13][CH2:12][C:11]1=[O:25]. The catalyst is C(#N)C.P([O-])([O-])([O-])=O. The product is [O:25]=[C:11]1[CH2:12][CH2:13][CH2:14][CH:15](/[CH:16]=[CH:17]/[C:18](=[O:24])[CH2:19][CH2:20][CH2:21][CH2:22][CH3:23])[N:10]1[CH2:9][C:8]#[C:7][CH2:6][CH2:5][CH2:4][C:3]([OH:26])=[O:2]. The yield is 0.970. (5) The reactants are [CH3:1][C@H:2]1[CH2:7][NH:6][CH2:5][C@@H:4]([CH3:8])[NH:3]1.Cl[C:10]1[N:11]=[CH:12][C:13]([C:16]([NH:18][C:19]2[NH:20][N:21]=[C:22]([CH2:24][CH2:25][C:26]3[CH:31]=[C:30]([O:32][CH3:33])[CH:29]=[C:28]([O:34][CH3:35])[CH:27]=3)[CH:23]=2)=[O:17])=[N:14][CH:15]=1. The catalyst is CS(C)=O. The product is [CH3:33][O:32][C:30]1[CH:31]=[C:26]([CH2:25][CH2:24][C:22]2[CH:23]=[C:19]([NH:18][C:16]([C:13]3[CH:12]=[N:11][C:10]([N:6]4[CH2:5][C@H:4]([CH3:8])[NH:3][C@H:2]([CH3:1])[CH2:7]4)=[CH:15][N:14]=3)=[O:17])[NH:20][N:21]=2)[CH:27]=[C:28]([O:34][CH3:35])[CH:29]=1. The yield is 0.350. (6) The reactants are [Br:1][C:2]1[CH:7]=[CH:6][C:5]([S:8](Cl)(=O)=O)=[CH:4][C:3]=1[Cl:12].CN(C=O)C.C1(P(C2C=CC=CC=2)C2C=CC=CC=2)C=CC=CC=1.Cl. The catalyst is ClCCl. The product is [Br:1][C:2]1[CH:7]=[CH:6][C:5]([SH:8])=[CH:4][C:3]=1[Cl:12]. The yield is 0.320. (7) The catalyst is CCO.[Pd]. The product is [C:1]([O:4][C@H:5]1[CH2:22][CH2:21][C@@:20]2([CH3:23])[CH:7]([CH2:8][C:9](=[O:25])[C@@H:10]3[C@@H:19]2[CH2:18][CH2:17][C@@:15]2([CH3:16])[C@H:11]3[CH2:12][CH2:13][C:14]2=[O:24])[CH2:6]1)(=[O:3])[CH3:2]. The reactants are [C:1]([O:4][C@H:5]1[CH2:22][CH2:21][C@@:20]2([CH3:23])[C:7](=[CH:8][C:9](=[O:25])[C@@H:10]3[C@@H:19]2[CH2:18][CH2:17][C@@:15]2([CH3:16])[C@H:11]3[CH2:12][CH2:13][C:14]2=[O:24])[CH2:6]1)(=[O:3])[CH3:2]. The yield is 0.600.